This data is from Catalyst prediction with 721,799 reactions and 888 catalyst types from USPTO. The task is: Predict which catalyst facilitates the given reaction. (1) Reactant: [CH2:1]([S:3][C:4]1[CH:9]=[CH:8][C:7]([CH2:10][C:11]2[C:12]([O:17][C@@H:18]3[O:26][C@H:25]([CH2:27][OH:28])[C@@H:23]([OH:24])[C@H:21]([OH:22])[C@H:19]3[OH:20])=[N:13][NH:14][C:15]=2[CH3:16])=[CH:6][CH:5]=1)[CH3:2].[C:29](O)(=[O:31])[CH3:30].C(OC(=O)C)(=O)C. Product: [C:29]([N:14]1[C:15]([CH3:16])=[C:11]([CH2:10][C:7]2[CH:8]=[CH:9][C:4]([S:3][CH2:1][CH3:2])=[CH:5][CH:6]=2)[C:12]([O:17][C@@H:18]2[O:26][C@H:25]([CH2:27][OH:28])[C@@H:23]([OH:24])[C@H:21]([OH:22])[C@H:19]2[OH:20])=[N:13]1)(=[O:31])[CH3:30]. The catalyst class is: 7. (2) Reactant: [C:1]([OH:4])(=O)[CH3:2].ON1C2C=CC=CC=2N=N1.Cl.CN(C)CCCN=C=NCC.O[NH:28][C:29]([C:31]1[C:32]2[CH:33]=[CH:34][C:35]([NH:41][C@H:42]3[C:50]4[C:45](=[CH:46][CH:47]=[CH:48][CH:49]=4)[CH2:44][CH2:43]3)=[N:36][C:37]=2[CH:38]=[CH:39][CH:40]=1)=[NH:30]. Product: [C@H:42]1([NH:41][C:35]2[CH:34]=[CH:33][C:32]3[C:37](=[CH:38][CH:39]=[CH:40][C:31]=3[C:29]3[N:28]=[C:1]([CH3:2])[O:4][N:30]=3)[N:36]=2)[C:50]2[C:45](=[CH:46][CH:47]=[CH:48][CH:49]=2)[CH2:44][CH2:43]1. The catalyst class is: 10. (3) Reactant: [CH3:1][NH:2][S:3]([C:6]1[CH:14]=[C:13]2[C:9]([C:10]([CH3:19])([CH3:18])[CH2:11][N:12]2[C:15](=[O:17])[CH3:16])=[CH:8][C:7]=1Br)(=[O:5])=[O:4].C(N(CC)CC)C. Product: [CH3:1][NH:2][S:3]([C:6]1[CH:14]=[C:13]2[C:9]([C:10]([CH3:19])([CH3:18])[CH2:11][N:12]2[C:15](=[O:17])[CH3:16])=[CH:8][CH:7]=1)(=[O:5])=[O:4]. The catalyst class is: 19. (4) Reactant: [F:1][C:2]1[C:3]2[CH:16]=[CH:15][CH2:14][CH2:13][C:12](=[O:17])[C:4]=2[CH:5]=[C:6]2[C:10]=1[N:9]([CH3:11])[CH:8]=[CH:7]2. Product: [F:1][C:2]1[C:3]2[CH2:16][CH2:15][CH2:14][CH2:13][C:12](=[O:17])[C:4]=2[CH:5]=[C:6]2[C:10]=1[N:9]([CH3:11])[CH:8]=[CH:7]2. The catalyst class is: 78. (5) Reactant: [CH3:1][C:2]1[CH:7]=[CH:6][C:5]([C:8]2[CH:9]=[N:10][CH:11]=[CH:12][CH:13]=2)=[CH:4][C:3]=1[C:14]1[CH:19]=[CH:18][C:17]([NH2:20])=[CH:16][CH:15]=1.C(Cl)CCl.[CH3:25][C:26]1[CH:34]=[N:33][CH:32]=[CH:31][C:27]=1[C:28](O)=[O:29]. The catalyst class is: 2. Product: [CH3:25][C:26]1[CH:34]=[N:33][CH:32]=[CH:31][C:27]=1[C:28]([NH:20][C:17]1[CH:16]=[CH:15][C:14]([C:3]2[CH:4]=[C:5]([C:8]3[CH:9]=[N:10][CH:11]=[CH:12][CH:13]=3)[CH:6]=[CH:7][C:2]=2[CH3:1])=[CH:19][CH:18]=1)=[O:29]. (6) Reactant: [CH3:1][CH:2]([O:4][C:5]1[CH:6]=[C:7]([O:23][C:24]2[CH:29]=[CH:28][C:27]([S:30]([CH3:33])(=[O:32])=[O:31])=[CH:26][N:25]=2)[CH:8]=[C:9]2[C:13]=1[NH:12][C:11]([C:14]1[S:15][CH:16]([CH2:19][C:20](O)=[O:21])[CH2:17][N:18]=1)=[CH:10]2)[CH3:3].Cl.C([N:37]=C=NCCCN(C)C)C.ON1C2C=CC=CC=2N=N1.[OH-].[NH4+]. Product: [CH3:1][CH:2]([O:4][C:5]1[CH:6]=[C:7]([O:23][C:24]2[CH:29]=[CH:28][C:27]([S:30]([CH3:33])(=[O:31])=[O:32])=[CH:26][N:25]=2)[CH:8]=[C:9]2[C:13]=1[NH:12][C:11]([C:14]1[S:15][CH:16]([CH2:19][C:20]([NH2:37])=[O:21])[CH2:17][N:18]=1)=[CH:10]2)[CH3:3]. The catalyst class is: 145. (7) Reactant: [CH3:1][O:2][C:3]1[CH:4]=[C:5]([NH2:13])[CH:6]=[C:7]([C:9]([F:12])([F:11])[F:10])[CH:8]=1.[N:14]([O-])=O.[Na+].[Sn](Cl)Cl.[OH-].[Na+]. Product: [CH3:1][O:2][C:3]1[CH:4]=[C:5]([NH:13][NH2:14])[CH:6]=[C:7]([C:9]([F:11])([F:10])[F:12])[CH:8]=1. The catalyst class is: 126. (8) Reactant: [NH:1]=[C:2]([NH:4][NH:5][C:6](=O)[C:7]1[CH:12]=[CH:11][CH:10]=[CH:9][C:8]=1[N+:13]([O-:15])=[O:14])[CH3:3]. Product: [CH3:3][C:2]1[NH:1][C:6]([C:7]2[CH:12]=[CH:11][CH:10]=[CH:9][C:8]=2[N+:13]([O-:15])=[O:14])=[N:5][N:4]=1. The catalyst class is: 6. (9) Reactant: [C:1]([C:3]1[CH:4]=[C:5]([CH:10]=[C:11]([OH:13])[CH:12]=1)[C:6]([O:8][CH3:9])=[O:7])#[N:2].C(=O)([O-])[O-].[Cs+].[Cs+].Br[CH:21]1[CH2:25][CH2:24][CH2:23][CH2:22]1. Product: [C:1]([C:3]1[CH:4]=[C:5]([CH:10]=[C:11]([O:13][CH:21]2[CH2:25][CH2:24][CH2:23][CH2:22]2)[CH:12]=1)[C:6]([O:8][CH3:9])=[O:7])#[N:2]. The catalyst class is: 3.